Dataset: Reaction yield outcomes from USPTO patents with 853,638 reactions. Task: Predict the reaction yield, written as a fraction of the theoretical maximum amount of product (1.0 means a 100% yield; for example, 0.34 means a 34% yield). The reactants are [NH2:1][C:2]1[CH:7]=[CH:6][C:5]([N:8]2[CH2:13][CH2:12][CH2:11][CH2:10][C:9]2=[O:14])=[CH:4][CH:3]=1.Cl.Cl[CH2:17][CH2:18][NH:19][CH2:20][CH2:21]Cl.C(=O)([O-])[O-].[K+].[K+]. The catalyst is C(O)CCC. The product is [N:1]1([C:2]2[CH:7]=[CH:6][C:5]([N:8]3[CH2:13][CH2:12][CH2:11][CH2:10][C:9]3=[O:14])=[CH:4][CH:3]=2)[CH2:21][CH2:20][NH:19][CH2:18][CH2:17]1. The yield is 0.600.